Dataset: Forward reaction prediction with 1.9M reactions from USPTO patents (1976-2016). Task: Predict the product of the given reaction. (1) Given the reactants [C:1]([C:4]1[C:9]2[CH2:10][C:11](=[CH:19][CH2:20][CH2:21][N:22]3[CH2:27][CH2:26][C:25]([C:29]4[CH:34]=[CH:33][C:32]([Cl:35])=[CH:31][CH:30]=4)([OH:28])[CH2:24][CH2:23]3)[C:12]3[C:13]([O:18][C:8]=2[CH:7]=[CH:6][CH:5]=1)=[N:14][CH:15]=[CH:16][CH:17]=3)(=[O:3])[CH3:2].[Li+].CC([N-]C(C)C)C.C([C:46]([O:48][CH2:49][CH3:50])=[O:47])#N.[Cl-].[NH4+].[Cl-].[Na+], predict the reaction product. The product is: [Cl:35][C:32]1[CH:31]=[CH:30][C:29]([C:25]2([OH:28])[CH2:26][CH2:27][N:22]([CH2:21][CH2:20][CH:19]=[C:11]3[C:12]4[C:13](=[N:14][CH:15]=[CH:16][CH:17]=4)[O:18][C:8]4[CH:7]=[CH:6][CH:5]=[C:4]([C:1](=[O:3])[CH2:2][C:46]([O:48][CH2:49][CH3:50])=[O:47])[C:9]=4[CH2:10]3)[CH2:23][CH2:24]2)=[CH:34][CH:33]=1. (2) Given the reactants [Cl:1][C:2]1[CH:7]=[CH:6][C:5]([CH:8]([C:23]2[CH:28]=[CH:27][C:26]([Cl:29])=[CH:25][CH:24]=2)[N:9]2[CH2:12][CH:11]([C:13]([C:15]3[CH:20]=[C:19]([F:21])[CH:18]=[C:17]([F:22])[CH:16]=3)=[O:14])[CH2:10]2)=[CH:4][CH:3]=1.[C:30]([Mg]Cl)([CH3:33])([CH3:32])[CH3:31].CCOCC.[OH-].[Na+], predict the reaction product. The product is: [Cl:1][C:2]1[CH:7]=[CH:6][C:5]([CH:8]([C:23]2[CH:24]=[CH:25][C:26]([Cl:29])=[CH:27][CH:28]=2)[N:9]2[CH2:12][CH:11]([C:13]([C:15]3[CH:20]=[C:19]([F:21])[CH:18]=[C:17]([F:22])[CH:16]=3)([OH:14])[C:30]([CH3:33])([CH3:32])[CH3:31])[CH2:10]2)=[CH:4][CH:3]=1. (3) Given the reactants CC1(C)C(C)(C)OB([C:9]2[CH2:14][CH2:13][CH:12]([C:15]([O:17][CH2:18][CH3:19])=[O:16])[CH2:11][CH:10]=2)O1.Cl[C:22]1[C:31]([C:32]([F:35])([F:34])[F:33])=[N:30][C:29]2[C:24](=[CH:25][CH:26]=[C:27]([O:36][CH3:37])[CH:28]=2)[N:23]=1, predict the reaction product. The product is: [CH3:37][O:36][C:27]1[CH:28]=[C:29]2[C:24](=[CH:25][CH:26]=1)[N:23]=[C:22]([C:9]1[CH2:14][CH2:13][CH:12]([C:15]([O:17][CH2:18][CH3:19])=[O:16])[CH2:11][CH:10]=1)[C:31]([C:32]([F:35])([F:33])[F:34])=[N:30]2. (4) Given the reactants [H-].[Na+].[O:3]=[C:4]1[NH:8][C:7]2[CH:9]=[CH:10][C:11]([CH:13]=[O:14])=[CH:12][C:6]=2[S:5]1.[CH3:15][Si:16]([CH3:23])([CH3:22])[CH2:17][CH2:18][O:19][CH2:20]Cl, predict the reaction product. The product is: [O:3]=[C:4]1[N:8]([CH2:20][O:19][CH2:18][CH2:17][Si:16]([CH3:23])([CH3:22])[CH3:15])[C:7]2[CH:9]=[CH:10][C:11]([CH:13]=[O:14])=[CH:12][C:6]=2[S:5]1. (5) Given the reactants Cl[C:2]1[N:7]=[CH:6][N:5]=[C:4]([NH:8][C:9]2[CH:10]=[C:11]([CH2:15][CH2:16][S:17]([NH2:20])(=[O:19])=[O:18])[CH:12]=[CH:13][CH:14]=2)[N:3]=1.[CH3:21][O:22][C:23]1[CH:28]=[CH:27][CH:26]=[CH:25][C:24]=1B(O)O.[O-]P([O-])([O-])=O.[K+].[K+].[K+], predict the reaction product. The product is: [CH3:21][O:22][C:23]1[CH:28]=[CH:27][CH:26]=[CH:25][C:24]=1[C:2]1[N:7]=[CH:6][N:5]=[C:4]([NH:8][C:9]2[CH:10]=[C:11]([CH2:15][CH2:16][S:17]([NH2:20])(=[O:19])=[O:18])[CH:12]=[CH:13][CH:14]=2)[N:3]=1. (6) Given the reactants Cl[CH2:2][CH2:3][NH:4][C:5]([NH:7][C:8]1[CH:9]=[N:10][CH:11]=[CH:12][C:13]=1[CH:14]1[CH2:16][CH2:15]1)=[O:6].[H-].[Na+].CO, predict the reaction product. The product is: [CH:14]1([C:13]2[CH:12]=[CH:11][N:10]=[CH:9][C:8]=2[N:7]2[CH2:2][CH2:3][NH:4][C:5]2=[O:6])[CH2:16][CH2:15]1.